Task: Predict the reaction yield, written as a fraction of the theoretical maximum amount of product (1.0 means a 100% yield; for example, 0.34 means a 34% yield).. Dataset: Reaction yield outcomes from USPTO patents with 853,638 reactions The reactants are [CH:1]1([CH2:4][NH:5][C:6]([C:8]2[S:9][C:10]([C:13]3[CH:18]=[CH:17][N:16]4[N:19]=[CH:20][C:21]([CH:22]=O)=[C:15]4[N:14]=3)=[CH:11][CH:12]=2)=[O:7])[CH2:3][CH2:2]1.C(O)C.[NH:27]1[CH2:33][C:31](=[O:32])[NH:30][C:28]1=[O:29].N1CCCCC1. The catalyst is O. The product is [CH:1]1([CH2:4][NH:5][C:6]([C:8]2[S:9][C:10]([C:13]3[CH:18]=[CH:17][N:16]4[N:19]=[CH:20][C:21]([CH:22]=[C:33]5[C:31](=[O:32])[NH:30][C:28](=[O:29])[NH:27]5)=[C:15]4[N:14]=3)=[CH:11][CH:12]=2)=[O:7])[CH2:3][CH2:2]1. The yield is 0.290.